From a dataset of Reaction yield outcomes from USPTO patents with 853,638 reactions. Predict the reaction yield, written as a fraction of the theoretical maximum amount of product (1.0 means a 100% yield; for example, 0.34 means a 34% yield). (1) The reactants are [O:1]1[CH2:6][CH2:5][N:4]([CH2:7][CH2:8][CH2:9][N:10]2[CH2:14][CH2:13][N:12]([CH:15]3[CH2:20][CH2:19][NH:18][CH2:17][CH2:16]3)[C:11]2=[C:21]([C:24]#[N:25])[C:22]#[N:23])[CH2:3][CH2:2]1.C(=O)([O-])[O-].[K+].[K+].Br[CH2:33][CH2:34][F:35].O. The catalyst is CN(C=O)C. The product is [F:35][CH2:34][CH2:33][N:18]1[CH2:19][CH2:20][CH:15]([N:12]2[CH2:13][CH2:14][N:10]([CH2:9][CH2:8][CH2:7][N:4]3[CH2:5][CH2:6][O:1][CH2:2][CH2:3]3)[C:11]2=[C:21]([C:22]#[N:23])[C:24]#[N:25])[CH2:16][CH2:17]1. The yield is 0.235. (2) The reactants are C(N)CCC.NO.Cl.[CH3:9][O:10][C@H:11]([CH2:14][CH2:15][CH2:16][CH2:17][CH2:18][CH2:19][CH2:20][CH2:21][CH3:22])[C:12]#[CH:13].Br[C:24]#[C:25][C@@H:26]([OH:29])[CH:27]=[CH2:28]. The catalyst is O.C(Cl)Cl.[Cu]Cl. The product is [CH3:9][O:10][C@H:11]([CH2:14][CH2:15][CH2:16][CH2:17][CH2:18][CH2:19][CH2:20][CH2:21][CH3:22])[C:12]#[C:13][C:24]#[C:25][C@@H:26]([OH:29])[CH:27]=[CH2:28]. The yield is 0.621.